From a dataset of Merck oncology drug combination screen with 23,052 pairs across 39 cell lines. Regression. Given two drug SMILES strings and cell line genomic features, predict the synergy score measuring deviation from expected non-interaction effect. (1) Drug 1: CC(C)CC(NC(=O)C(Cc1ccccc1)NC(=O)c1cnccn1)B(O)O. Drug 2: CNC(=O)c1cc(Oc2ccc(NC(=O)Nc3ccc(Cl)c(C(F)(F)F)c3)cc2)ccn1. Cell line: DLD1. Synergy scores: synergy=-1.74. (2) Drug 1: CS(=O)(=O)CCNCc1ccc(-c2ccc3ncnc(Nc4ccc(OCc5cccc(F)c5)c(Cl)c4)c3c2)o1. Drug 2: CCC1(O)C(=O)OCc2c1cc1n(c2=O)Cc2cc3c(CN(C)C)c(O)ccc3nc2-1. Cell line: HT144. Synergy scores: synergy=10.1. (3) Drug 2: CC1CC2C3CCC4=CC(=O)C=CC4(C)C3(F)C(O)CC2(C)C1(O)C(=O)CO. Cell line: SKMEL30. Synergy scores: synergy=3.62. Drug 1: CN1C(=O)C=CC2(C)C3CCC4(C)C(NC(=O)OCC(F)(F)F)CCC4C3CCC12. (4) Drug 1: CCc1c2c(nc3ccc(O)cc13)-c1cc3c(c(=O)n1C2)COC(=O)C3(O)CC. Drug 2: Cn1cc(-c2cnn3c(N)c(Br)c(C4CCCNC4)nc23)cn1. Cell line: HT144. Synergy scores: synergy=10.1. (5) Drug 1: CC1(c2nc3c(C(N)=O)cccc3[nH]2)CCCN1. Drug 2: COC1CC2CCC(C)C(O)(O2)C(=O)C(=O)N2CCCCC2C(=O)OC(C(C)CC2CCC(OP(C)(C)=O)C(OC)C2)CC(=O)C(C)C=C(C)C(O)C(OC)C(=O)C(C)CC(C)C=CC=CC=C1C. Cell line: DLD1. Synergy scores: synergy=4.24. (6) Drug 1: O=P1(N(CCCl)CCCl)NCCCO1. Drug 2: Cn1cc(-c2cnn3c(N)c(Br)c(C4CCCNC4)nc23)cn1. Cell line: MDAMB436. Synergy scores: synergy=-2.88.